This data is from Catalyst prediction with 721,799 reactions and 888 catalyst types from USPTO. The task is: Predict which catalyst facilitates the given reaction. (1) Reactant: [CH3:1][CH:2]1[CH2:8][CH2:7][N:6]2[C:9](=[O:20])[C:10]3[C:15]4[CH2:16][CH2:17][CH2:18][CH2:19][C:14]=4[S:13][C:11]=3[N:12]=[C:5]2[CH2:4][CH2:3]1.[O-:21]S(OOS([O-])(=O)=O)(=O)=O.[K+].[K+]. Product: [CH3:1][CH:2]1[CH2:8][CH2:7][N:6]2[C:9](=[O:20])[C:10]3[C:15]4[CH2:16][CH2:17][CH2:18][C:19](=[O:21])[C:14]=4[S:13][C:11]=3[N:12]=[C:5]2[CH2:4][CH2:3]1. The catalyst class is: 6. (2) Reactant: [NH2:1][C:2]1[CH:9]=[CH:8][C:5]([C:6]#[N:7])=[CH:4][C:3]=1[N+:10]([O-:12])=[O:11].[C:13]1([CH2:19][C:20](Cl)=[O:21])[CH:18]=[CH:17][CH:16]=[CH:15][CH:14]=1.[OH-].[Na+]. Product: [C:6]([C:5]1[CH:8]=[CH:9][C:2]([NH:1][C:20](=[O:21])[CH2:19][C:13]2[CH:18]=[CH:17][CH:16]=[CH:15][CH:14]=2)=[C:3]([N+:10]([O-:12])=[O:11])[CH:4]=1)#[N:7]. The catalyst class is: 11. (3) Reactant: [CH3:1][C:2]1[CH:3]=[C:4]([CH:8]=[CH:9][C:10]=1[N+:11]([O-:13])=[O:12])[C:5](O)=O.C1N=CN(C(N2C=NC=C2)=O)C=1.N1C=CC=CC=1.C(O)(=O)C(O)=O.[CH2:38]([NH:40][NH:41][C:42]([C:44]1[CH:49]=[N:48][CH:47]=[CH:46][N:45]=1)=[NH:43])[CH3:39]. Product: [CH2:38]([N:40]1[C:5]([C:4]2[CH:8]=[CH:9][C:10]([N+:11]([O-:13])=[O:12])=[C:2]([CH3:1])[CH:3]=2)=[N:43][C:42]([C:44]2[CH:49]=[N:48][CH:47]=[CH:46][N:45]=2)=[N:41]1)[CH3:39]. The catalyst class is: 1. (4) Reactant: C(OC([NH:8][CH2:9][CH2:10][CH2:11][N:12]1[CH2:17][CH2:16][CH:15]([C:18]2[CH:23]=[CH:22][CH:21]=[CH:20][N:19]=2)[CH2:14][CH2:13]1)=O)(C)(C)C. Product: [N:19]1[CH:20]=[CH:21][CH:22]=[CH:23][C:18]=1[CH:15]1[CH2:14][CH2:13][N:12]([CH2:11][CH2:10][CH2:9][NH2:8])[CH2:17][CH2:16]1. The catalyst class is: 281. (5) Reactant: C([Si](C)(C)[O:6][CH2:7][CH2:8][C:9]1[N:10]=[C:11]([C:18]2[C:22]([NH:23][C:24](=[O:33])[C:25]3[C:30]([F:31])=[CH:29][CH:28]=[CH:27][C:26]=3[F:32])=[CH:21][N:20](C3CCCCO3)[N:19]=2)[NH:12][C:13]=1[CH2:14][CH:15]([CH3:17])[CH3:16])(C)(C)C.[F-].C([N+](CCCC)(CCCC)CCCC)CCC. Product: [F:32][C:26]1[CH:27]=[CH:28][CH:29]=[C:30]([F:31])[C:25]=1[C:24]([NH:23][C:22]1[C:18]([C:11]2[NH:12][C:13]([CH2:14][CH:15]([CH3:17])[CH3:16])=[C:9]([CH2:8][CH2:7][OH:6])[N:10]=2)=[N:19][NH:20][CH:21]=1)=[O:33]. The catalyst class is: 56. (6) Reactant: [C:9](O[C:9]([O:11][C:12]([CH3:15])([CH3:14])[CH3:13])=[O:10])([O:11][C:12]([CH3:15])([CH3:14])[CH3:13])=[O:10].[N+:16]([C:19]1[CH:20]=[CH:21][C:22]([N:25]2[CH2:30][CH2:29][C:28]3=[C:31]([C:34]([O:36][CH2:37][CH3:38])=[O:35])[NH:32][N:33]=[C:27]3[CH2:26]2)=[N:23][CH:24]=1)([O-])=O.[H][H]. Product: [C:12]([O:11][C:9]([NH:16][C:19]1[CH:20]=[CH:21][C:22]([N:25]2[CH2:30][CH2:29][C:28]3=[C:31]([C:34]([O:36][CH2:37][CH3:38])=[O:35])[NH:32][N:33]=[C:27]3[CH2:26]2)=[N:23][CH:24]=1)=[O:10])([CH3:13])([CH3:14])[CH3:15]. The catalyst class is: 19. (7) Reactant: [H-].[Na+].[C:3]([CH:5](P(=O)(OCC)OCC)[CH3:6])#[N:4].O=[C:16]1[C:22]2[CH:23]=[CH:24][C:25]([C:27](OCC)=[O:28])=[CH:26][C:21]=2[CH2:20][CH2:19][C:18]2[CH:32]=[CH:33][CH:34]=[CH:35][C:17]1=2.[BH4-].[Li+].Cl. Product: [OH:28][CH2:27][C:25]1[CH:24]=[CH:23][C:22]2/[C:16](=[C:5](\[CH3:6])/[C:3]#[N:4])/[C:17]3[CH:35]=[CH:34][CH:33]=[CH:32][C:18]=3[CH2:19][CH2:20][C:21]=2[CH:26]=1.[OH:28][CH2:27][C:25]1[CH:24]=[CH:23][C:22]2/[C:16](=[C:5](/[CH3:6])\[C:3]#[N:4])/[C:17]3[CH:35]=[CH:34][CH:33]=[CH:32][C:18]=3[CH2:19][CH2:20][C:21]=2[CH:26]=1. The catalyst class is: 827. (8) Reactant: [CH3:1][O:2][C:3]1[CH:8]=[CH:7][CH:6]=[CH:5][C:4]=1[N:9]1[CH2:14][CH2:13][C:12]([CH2:23][OH:24])([C:15]2[CH:20]=[CH:19][CH:18]=[C:17]([O:21][CH3:22])[CH:16]=2)[CH2:11][CH2:10]1.C(N(CC)CC)C.[CH3:32][S:33](Cl)(=[O:35])=[O:34]. Product: [CH3:32][S:33]([O:24][CH2:23][C:12]1([C:15]2[CH:20]=[CH:19][CH:18]=[C:17]([O:21][CH3:22])[CH:16]=2)[CH2:13][CH2:14][N:9]([C:4]2[CH:5]=[CH:6][CH:7]=[CH:8][C:3]=2[O:2][CH3:1])[CH2:10][CH2:11]1)(=[O:35])=[O:34]. The catalyst class is: 4. (9) Reactant: Br[C:2]1[C:10]2[C:5](=[N:6][CH:7]=[CH:8][CH:9]=2)[S:4][N:3]=1.[NH2:11][CH2:12][CH2:13][CH2:14][NH2:15]. Product: [S:4]1[C:5]2=[N:6][CH:7]=[CH:8][CH:9]=[C:10]2[C:2]([NH:11][CH2:12][CH2:13][CH2:14][NH2:15])=[N:3]1. The catalyst class is: 125.